From a dataset of Reaction yield outcomes from USPTO patents with 853,638 reactions. Predict the reaction yield, written as a fraction of the theoretical maximum amount of product (1.0 means a 100% yield; for example, 0.34 means a 34% yield). (1) The reactants are [CH2:1]([OH:4])[CH2:2][CH3:3].C(N(CC)CC)C.[C:12]1([CH3:22])[CH:17]=[CH:16][C:15]([S:18](Cl)(=[O:20])=[O:19])=[CH:14][CH:13]=1.Cl. The catalyst is C(Cl)Cl. The product is [S:18]([C:15]1[CH:16]=[CH:17][C:12]([CH3:22])=[CH:13][CH:14]=1)([O:4][CH2:1][CH2:2][CH3:3])(=[O:20])=[O:19]. The yield is 0.950. (2) The reactants are [F:1][C:2]([F:24])([F:23])[C:3]1[CH:4]=[C:5]([C:13]2[N:17]=[CH:16][N:15](/[CH:18]=[CH:19]\[C:20](O)=[O:21])[N:14]=2)[CH:6]=[C:7]([C:9]([F:12])([F:11])[F:10])[CH:8]=1.[O:25]1[CH2:30][CH2:29][N:28]([CH2:31][C:32]([NH:34][NH2:35])=[O:33])[CH2:27][CH2:26]1.C(P1(=O)OP(CCC)(=O)OP(CCC)(=O)O1)CC.CCN(C(C)C)C(C)C. The catalyst is C(Cl)Cl.CCOC(C)=O. The product is [F:24][C:2]([F:1])([F:23])[C:3]1[CH:4]=[C:5]([C:13]2[N:17]=[CH:16][N:15](/[CH:18]=[CH:19]\[C:20]([NH:35][NH:34][C:32](=[O:33])[CH2:31][N:28]3[CH2:29][CH2:30][O:25][CH2:26][CH2:27]3)=[O:21])[N:14]=2)[CH:6]=[C:7]([C:9]([F:12])([F:10])[F:11])[CH:8]=1. The yield is 0.140. (3) The reactants are [Cl:1][C:2]1[CH:7]=[C:6]2[CH2:8][O:9][C:10]3[CH:33]=[C:32]4[C:13]([CH2:14][CH2:15][C:16]5[N:20]=[C:19]([C@@H:21]6[CH2:25][C@H:24]([O:26][CH2:27][CH3:28])[CH2:23][N:22]6[C:29]([O-:31])=[O:30])[NH:18][C:17]=54)=[CH:12][C:11]=3[C:5]2=[CH:4][CH:3]=1. The catalyst is C(Cl)Cl.O=[Mn]=O. The product is [Cl:1][C:2]1[CH:7]=[C:6]2[CH2:8][O:9][C:10]3[CH:33]=[C:32]4[C:13]([CH:14]=[CH:15][C:16]5[N:20]=[C:19]([C@@H:21]6[CH2:25][C@H:24]([O:26][CH2:27][CH3:28])[CH2:23][N:22]6[C:29]([O:31][C:5]([CH3:11])([CH3:6])[CH3:4])=[O:30])[NH:18][C:17]=54)=[CH:12][C:11]=3[C:5]2=[CH:4][CH:3]=1. The yield is 0.720.